Dataset: Forward reaction prediction with 1.9M reactions from USPTO patents (1976-2016). Task: Predict the product of the given reaction. (1) Given the reactants [N:1]1[C:10]2[C:5](=[CH:6][CH:7]=[CH:8][N:9]=2)[C:4]([C:11](=[O:13])[CH3:12])=[CH:3][CH:2]=1.N1C(C)=CC=CC=1C.O([Si:30]([CH3:33])([CH3:32])[CH3:31])S(C(F)(F)F)(=O)=O, predict the reaction product. The product is: [CH3:31][Si:30]([CH3:33])([CH3:32])[O:13][C:11]([C:4]1[C:5]2[C:10](=[N:9][CH:8]=[CH:7][CH:6]=2)[N:1]=[CH:2][CH:3]=1)=[CH2:12]. (2) Given the reactants [N+:1]([C:4]1[CH:5]=[C:6]([NH2:13])[C:7](=[CH:11][CH:12]=1)[C:8]([OH:10])=O)([O-:3])=[O:2].Cl.[CH:15](N)=[NH:16], predict the reaction product. The product is: [N+:1]([C:4]1[CH:5]=[C:6]2[C:7]([C:8](=[O:10])[NH:16][CH:15]=[N:13]2)=[CH:11][CH:12]=1)([O-:3])=[O:2]. (3) The product is: [CH2:1]([NH:7][S:8]([C:11]1[C:16]([Cl:17])=[CH:15][CH:14]=[C:13]([N+:18]([O-:20])=[O:19])[C:12]=1[OH:24])(=[O:10])=[O:9])[C@@H:2]1[O:6][CH2:5][CH2:4][CH2:3]1. Given the reactants [CH2:1]([NH:7][S:8]([C:11]1[C:16]([Cl:17])=[CH:15][CH:14]=[C:13]([N+:18]([O-:20])=[O:19])[C:12]=1Cl)(=[O:10])=[O:9])[C@@H:2]1[O:6][CH2:5][CH2:4][CH2:3]1.[H-].[Na+].[OH2:24], predict the reaction product. (4) Given the reactants [Cl:1][C:2]1[CH:7]=[C:6]([C:8]2[N:9]=[C:10](O)[C:11]3[C:16]([CH:17]=2)=[CH:15][N:14]=[CH:13][CH:12]=3)[CH:5]=[CH:4][N:3]=1.O=P(Cl)(Cl)[Cl:21], predict the reaction product. The product is: [Cl:21][C:10]1[C:11]2[C:16](=[CH:15][N:14]=[CH:13][CH:12]=2)[CH:17]=[C:8]([C:6]2[CH:5]=[CH:4][N:3]=[C:2]([Cl:1])[CH:7]=2)[N:9]=1. (5) Given the reactants O1CCOCC1.C(NC(C)C)(C)C.[CH3:14][Si:15]([C:18]#[CH:19])([CH3:17])[CH3:16].Br[C:21]1[CH:30]=[C:29]2[C:24]([CH2:25][CH2:26][O:27][CH2:28]2)=[CH:23][CH:22]=1, predict the reaction product. The product is: [CH2:28]1[C:29]2[C:24](=[CH:23][CH:22]=[C:21]([C:19]#[C:18][Si:15]([CH3:17])([CH3:16])[CH3:14])[CH:30]=2)[CH2:25][CH2:26][O:27]1. (6) Given the reactants OO.[C:3]([O:7][C:8]([N:10]1[CH2:14][C@H:13]([F:15])[CH2:12][C@@H:11]1[C@@H:16]([O:36][Si:37]([C:40]([CH3:43])([CH3:42])[CH3:41])([CH3:39])[CH3:38])[C@H:17]([CH2:29][C:30]1[CH:35]=[CH:34][CH:33]=[CH:32][CH:31]=1)[C:18]([N:20]1[C@@H](C(C)C)COC1=O)=[O:19])=[O:9])([CH3:6])([CH3:5])[CH3:4].[OH-].[Li+].C(N(C(C)C)CC)(C)C.C1(P([N:69]=[N+:70]=[N-])(C2C=CC=CC=2)=O)C=CC=CC=1, predict the reaction product. The product is: [C:3]([O:7][C:8]([N:10]1[CH2:14][C@H:13]([F:15])[CH2:12][C@@H:11]1[C@@H:16]([O:36][Si:37]([C:40]([CH3:43])([CH3:42])[CH3:41])([CH3:39])[CH3:38])[C@@H:17]([C:18]([N:20]=[N+:69]=[N-:70])=[O:19])[CH2:29][C:30]1[CH:35]=[CH:34][CH:33]=[CH:32][CH:31]=1)=[O:9])([CH3:6])([CH3:5])[CH3:4]. (7) Given the reactants [CH:1]1([C:4]2[CH:5]=[CH:6][C:7]([C:15]([OH:17])=O)=[N:8][C:9]=2[O:10][CH2:11][CH:12]2[CH2:14][CH2:13]2)[CH2:3][CH2:2]1.Cl.[F:19][C:20]([F:28])([F:27])[C:21]1([OH:26])[CH2:25][CH2:24][NH:23][CH2:22]1, predict the reaction product. The product is: [CH:1]1([C:4]2[CH:5]=[CH:6][C:7]([C:15]([N:23]3[CH2:24][CH2:25][C:21]([OH:26])([C:20]([F:28])([F:27])[F:19])[CH2:22]3)=[O:17])=[N:8][C:9]=2[O:10][CH2:11][CH:12]2[CH2:13][CH2:14]2)[CH2:2][CH2:3]1. (8) The product is: [CH3:14][O:10][C:9](=[O:11])[CH2:8][C:4]1[CH:5]=[N:6][CH:7]=[C:2]([Br:1])[CH:3]=1. Given the reactants [Br:1][C:2]1[CH:3]=[C:4]([CH2:8][C:9]([OH:11])=[O:10])[CH:5]=[N:6][CH:7]=1.[N+](=[CH2:14])=[N-], predict the reaction product. (9) The product is: [CH2:1]([O:8][CH2:9][CH2:10][C@H:11]([NH:25][C:26](=[O:27])[O:28][C:29]([CH3:30])([CH3:32])[CH3:31])[C:12]([NH:14][N:15]1[CH:19]=[CH:18][C:17]([Br:20])=[C:16]1[C:21](=[O:23])[NH:37][C:36]1[CH:35]=[C:34]([F:33])[CH:40]=[C:39]([F:41])[CH:38]=1)=[O:13])[C:2]1[CH:7]=[CH:6][CH:5]=[CH:4][CH:3]=1. Given the reactants [CH2:1]([O:8][CH2:9][CH2:10][C@H:11]([NH:25][C:26]([O:28][C:29]([CH3:32])([CH3:31])[CH3:30])=[O:27])[C:12]([NH:14][N:15]1[CH:19]=[CH:18][C:17]([Br:20])=[C:16]1[C:21]([O:23]C)=O)=[O:13])[C:2]1[CH:7]=[CH:6][CH:5]=[CH:4][CH:3]=1.[F:33][C:34]1[CH:35]=[C:36]([CH:38]=[C:39]([F:41])[CH:40]=1)[NH2:37].C[Al](C)C, predict the reaction product. (10) Given the reactants [H-].[Na+].[F:3][C:4]1[CH:5]=[C:6]([CH:16]=[CH:17][CH:18]=1)[CH2:7]P(=O)(OCC)OCC.[N:19]12[CH2:26][CH2:25][CH:22]([CH2:23][CH2:24]1)[C:21](=O)[CH2:20]2, predict the reaction product. The product is: [F:3][C:4]1[CH:5]=[C:6]([CH:16]=[CH:17][CH:18]=1)[CH:7]=[C:21]1[CH:22]2[CH2:25][CH2:26][N:19]([CH2:24][CH2:23]2)[CH2:20]1.